This data is from Peptide-MHC class I binding affinity with 185,985 pairs from IEDB/IMGT. The task is: Regression. Given a peptide amino acid sequence and an MHC pseudo amino acid sequence, predict their binding affinity value. This is MHC class I binding data. (1) The peptide sequence is FADSDNIAM. The MHC is HLA-B07:02 with pseudo-sequence HLA-B07:02. The binding affinity (normalized) is 0.0847. (2) The peptide sequence is IRSCWRYRK. The MHC is HLA-B08:01 with pseudo-sequence HLA-B08:01. The binding affinity (normalized) is 0.0847.